This data is from Full USPTO retrosynthesis dataset with 1.9M reactions from patents (1976-2016). The task is: Predict the reactants needed to synthesize the given product. Given the product [F:8][C:6]1[CH:5]=[C:4]([C:9]2[CH:10]=[CH:11][C:12]([NH:15][C:27](=[O:28])[CH2:26][C@@H:23]3[CH2:24][CH2:25][N:20]4[C:19](=[O:30])[O:18][C:17]([CH3:16])([CH3:31])[C@@H:21]4[CH2:22]3)=[N:13][CH:14]=2)[CH:3]=[C:2]([F:1])[CH:7]=1, predict the reactants needed to synthesize it. The reactants are: [F:1][C:2]1[CH:3]=[C:4]([C:9]2[CH:10]=[CH:11][C:12]([NH2:15])=[N:13][CH:14]=2)[CH:5]=[C:6]([F:8])[CH:7]=1.[CH3:16][C:17]1([CH3:31])[CH:21]2[CH2:22][CH:23]([CH2:26][C:27](O)=[O:28])[CH2:24][CH2:25][N:20]2[C:19](=[O:30])[O:18]1.